The task is: Regression/Classification. Given a drug SMILES string, predict its absorption, distribution, metabolism, or excretion properties. Task type varies by dataset: regression for continuous measurements (e.g., permeability, clearance, half-life) or binary classification for categorical outcomes (e.g., BBB penetration, CYP inhibition). For this dataset (clearance_microsome_az), we predict log10(clearance) (log10 of the in vitro intrinsic clearance, CLint, in uL/min per mg of human liver microsomal protein, equivalently mL/min/g; values are censored to the assay range of 3 to 150, which is 0.477 to 2.18 on this log10 scale).. This data is from Microsomal clearance measurements from AstraZeneca. The molecule is CCN(C(=O)Cc1ccc(S(C)(=O)=O)cc1)C1CCN(CC[C@@H](c2ccccc2)C2CCN(S(C)(=O)=O)CC2)CC1. The log10(clearance) is 1.48.